Predict the reactants needed to synthesize the given product. From a dataset of Full USPTO retrosynthesis dataset with 1.9M reactions from patents (1976-2016). (1) Given the product [CH3:33][S:34]([OH:37])(=[O:36])=[O:35].[Cl:1][C:2]1[CH:7]=[C:6]([CH2:8][O:9][CH3:10])[CH:5]=[C:4]([O:11][CH3:12])[C:3]=1[C:13]1[N:14]2[N:20]=[C:19]([O:21][CH3:22])[C:18]([N:23]([CH2:30][CH2:31][CH3:32])[CH:24]3[CH2:25][CH2:26][O:27][CH2:28][CH2:29]3)=[C:15]2[S:16][CH:17]=1, predict the reactants needed to synthesize it. The reactants are: [Cl:1][C:2]1[CH:7]=[C:6]([CH2:8][O:9][CH3:10])[CH:5]=[C:4]([O:11][CH3:12])[C:3]=1[C:13]1[N:14]2[N:20]=[C:19]([O:21][CH3:22])[C:18]([N:23]([CH2:30][CH2:31][CH3:32])[CH:24]3[CH2:29][CH2:28][O:27][CH2:26][CH2:25]3)=[C:15]2[S:16][CH:17]=1.[CH3:33][S:34]([OH:37])(=[O:36])=[O:35]. (2) Given the product [CH3:1][C@H:2]1[CH2:7][N:6]([CH3:21])[C@H:5]([CH3:8])[CH2:4][N:3]1[C:9]([O:11][CH2:12][C:13]1[CH:18]=[CH:17][CH:16]=[CH:15][CH:14]=1)=[O:10], predict the reactants needed to synthesize it. The reactants are: [CH3:1][C@H:2]1[CH2:7][NH:6][C@H:5]([CH3:8])[CH2:4][N:3]1[C:9]([O:11][CH2:12][C:13]1[CH:18]=[CH:17][CH:16]=[CH:15][CH:14]=1)=[O:10].C=O.[C:21](O[BH-](OC(=O)C)OC(=O)C)(=O)C.[Na+]. (3) Given the product [CH2:1]([C@@H:3]([C@@H:7]([CH2:14][C:15]1[N:16]=[CH:17][N:18]([CH3:20])[CH:19]=1)[CH2:8][O:9][C:10](=[O:13])[CH2:11][CH3:12])[C:4]([O:6][CH2:22][CH2:23][O:24][C:25]1[CH:26]=[C:27]([CH:28]=[O:29])[CH:30]=[CH:31][C:32]=1[CH3:33])=[O:5])[CH3:2], predict the reactants needed to synthesize it. The reactants are: [CH2:1]([C@@H:3]([C@@H:7]([CH2:14][C:15]1[N:16]=[CH:17][N:18]([CH3:20])[CH:19]=1)[CH2:8][O:9][C:10](=[O:13])[CH2:11][CH3:12])[C:4]([OH:6])=[O:5])[CH3:2].I[CH2:22][CH2:23][O:24][C:25]1[CH:26]=[C:27]([CH:30]=[CH:31][C:32]=1[CH3:33])[CH:28]=[O:29].C1CCN2C(=NCCC2)CC1. (4) The reactants are: CN.[F:3][C:4]1[CH:9]=[C:8]([F:10])[CH:7]=[CH:6][C:5]=1[C@:11]12[CH2:20][O:19][C@@H:18]([CH:21]3[CH2:25][CH2:24][C:23]([CH3:27])([CH3:26])[O:22]3)[CH2:17][C@H:16]1[CH2:15][S:14][C:13]([NH:28]C(=O)C1C=CC=CC=1)=[N:12]2. Given the product [F:3][C:4]1[CH:9]=[C:8]([F:10])[CH:7]=[CH:6][C:5]=1[C@:11]12[CH2:20][O:19][C@@H:18]([CH:21]3[CH2:25][CH2:24][C:23]([CH3:26])([CH3:27])[O:22]3)[CH2:17][C@H:16]1[CH2:15][S:14][C:13]([NH2:28])=[N:12]2, predict the reactants needed to synthesize it. (5) The reactants are: [NH:1]1[CH2:6][CH2:5][O:4][CH2:3][CH2:2]1.[CH3:7][O:8][C:9]1[CH:10]=[C:11]([CH:15]=[C:16]([O:20][CH3:21])[C:17]=1[O:18][CH3:19])[C:12](Cl)=[O:13]. Given the product [CH3:21][O:20][C:16]1[CH:15]=[C:11]([CH:10]=[C:9]([O:8][CH3:7])[C:17]=1[O:18][CH3:19])[C:12]([N:1]1[CH2:6][CH2:5][O:4][CH2:3][CH2:2]1)=[O:13], predict the reactants needed to synthesize it. (6) The reactants are: C1(C(=[N:14][C:15]2[CH:24]=[CH:23][C:22]3[CH2:21][N:20]([C:25]([O:27][C:28]([CH3:31])([CH3:30])[CH3:29])=[O:26])[CH2:19][CH2:18][C:17]=3[N:16]=2)C2C=CC=CC=2)C=CC=CC=1.NO.Cl. Given the product [NH2:14][C:15]1[CH:24]=[CH:23][C:22]2[CH2:21][N:20]([C:25]([O:27][C:28]([CH3:31])([CH3:30])[CH3:29])=[O:26])[CH2:19][CH2:18][C:17]=2[N:16]=1, predict the reactants needed to synthesize it.